From a dataset of NCI-60 drug combinations with 297,098 pairs across 59 cell lines. Regression. Given two drug SMILES strings and cell line genomic features, predict the synergy score measuring deviation from expected non-interaction effect. (1) Cell line: NCI-H522. Drug 1: CC(CN1CC(=O)NC(=O)C1)N2CC(=O)NC(=O)C2. Synergy scores: CSS=47.4, Synergy_ZIP=-9.08, Synergy_Bliss=-8.65, Synergy_Loewe=-7.34, Synergy_HSA=-4.86. Drug 2: CC1=C2C(C(=O)C3(C(CC4C(C3C(C(C2(C)C)(CC1OC(=O)C(C(C5=CC=CC=C5)NC(=O)OC(C)(C)C)O)O)OC(=O)C6=CC=CC=C6)(CO4)OC(=O)C)O)C)O. (2) Drug 1: CC1=C2C(C(=O)C3(C(CC4C(C3C(C(C2(C)C)(CC1OC(=O)C(C(C5=CC=CC=C5)NC(=O)OC(C)(C)C)O)O)OC(=O)C6=CC=CC=C6)(CO4)OC(=O)C)OC)C)OC. Drug 2: COC1=NC(=NC2=C1N=CN2C3C(C(C(O3)CO)O)O)N. Cell line: HT29. Synergy scores: CSS=44.4, Synergy_ZIP=1.94, Synergy_Bliss=-0.373, Synergy_Loewe=-38.3, Synergy_HSA=-0.620. (3) Drug 1: C1=CN(C(=O)N=C1N)C2C(C(C(O2)CO)O)O.Cl. Drug 2: CN(C(=O)NC(C=O)C(C(C(CO)O)O)O)N=O. Cell line: UO-31. Synergy scores: CSS=21.9, Synergy_ZIP=5.55, Synergy_Bliss=0.460, Synergy_Loewe=-23.9, Synergy_HSA=0.680.